Predict the reaction yield, written as a fraction of the theoretical maximum amount of product (1.0 means a 100% yield; for example, 0.34 means a 34% yield). From a dataset of Reaction yield outcomes from USPTO patents with 853,638 reactions. (1) The reactants are [Cl:1][C:2]1[CH:7]=[C:6]([O:8][C:9]2[C:18]3[C:13](=[CH:14][C:15]([O:21][CH3:22])=[C:16]([O:19][CH3:20])[CH:17]=3)[N:12]=[CH:11][CH:10]=2)[CH:5]=[CH:4][C:3]=1[NH:23][C:24]([NH:26][C:27]1[CH:31]=[C:30]([CH3:32])[O:29][N:28]=1)=[O:25].Cl.C(O)CC. The catalyst is CN(C)C=O. The yield is 0.838. The product is [ClH:1].[Cl:1][C:2]1[CH:7]=[C:6]([O:8][C:9]2[C:18]3[C:13](=[CH:14][C:15]([O:21][CH3:22])=[C:16]([O:19][CH3:20])[CH:17]=3)[N:12]=[CH:11][CH:10]=2)[CH:5]=[CH:4][C:3]=1[NH:23][C:24]([NH:26][C:27]1[CH:31]=[C:30]([CH3:32])[O:29][N:28]=1)=[O:25]. (2) The reactants are [CH3:1][O:2][C:3]1[CH:8]=[CH:7][C:6]([C:9]2([C:12]([OH:14])=[O:13])[CH2:11][CH2:10]2)=[CH:5][CH:4]=1.O.[C:16]1(C)C=CC(S(O)(=O)=O)=CC=1. The catalyst is CO. The product is [CH3:16][O:13][C:12]([C:9]1([C:6]2[CH:5]=[CH:4][C:3]([O:2][CH3:1])=[CH:8][CH:7]=2)[CH2:10][CH2:11]1)=[O:14]. The yield is 0.990. (3) The reactants are [NH2:1][CH2:2][CH2:3][CH2:4][OH:5].Cl[C:7]([O:9][CH2:10][C:11]1[CH:16]=[CH:15][CH:14]=[CH:13][CH:12]=1)=[O:8]. The catalyst is C(Cl)Cl. The product is [C:7]([NH:1][CH2:2][CH2:3][CH2:4][OH:5])([O:9][CH2:10][C:11]1[CH:16]=[CH:15][CH:14]=[CH:13][CH:12]=1)=[O:8]. The yield is 0.589. (4) The product is [I:2][C:3]1[CH:4]=[C:5]2[C:10](=[CH:11][CH:12]=1)[N:9]([CH2:13][CH:14]1[CH2:18][CH2:17][N:16]([CH2:34][CH2:33][N:27]3[CH2:32][CH2:31][O:30][CH2:29][CH2:28]3)[CH2:15]1)[CH:8]=[C:7]([C:19]([O:21][CH2:22][CH3:23])=[O:20])[C:6]2=[O:24]. The reactants are Cl.[I:2][C:3]1[CH:4]=[C:5]2[C:10](=[CH:11][CH:12]=1)[N:9]([CH2:13][CH:14]1[CH2:18][CH2:17][NH:16][CH2:15]1)[CH:8]=[C:7]([C:19]([O:21][CH2:22][CH3:23])=[O:20])[C:6]2=[O:24].Cl.O.[N:27]1([CH2:33][CH:34]=O)[CH2:32][CH2:31][O:30][CH2:29][CH2:28]1.C([BH3-])#N.[Na+].O. The yield is 0.380. The catalyst is CO. (5) The reactants are [OH:1][C:2]1[C:11]2[C:6](=[CH:7][CH:8]=[CH:9][CH:10]=2)[C:5]([CH3:15])([CH2:12][CH2:13][CH3:14])[C:4](=[O:16])[C:3]=1[C:17]1[NH:22][C:21]2[CH:23]=[CH:24][C:25]([NH:27][S:28]([CH3:31])(=[O:30])=[O:29])=[CH:26][C:20]=2[S:19](=[O:33])(=[O:32])[N:18]=1.[OH-].[Na+:35]. The catalyst is O. The product is [CH3:15][C:5]1([CH2:12][CH2:13][CH3:14])[C:6]2[C:11](=[CH:10][CH:9]=[CH:8][CH:7]=2)[C:2]([O-:1])=[C:3]([C:17]2[NH:22][C:21]3[CH:23]=[CH:24][C:25]([NH:27][S:28]([CH3:31])(=[O:30])=[O:29])=[CH:26][C:20]=3[S:19](=[O:33])(=[O:32])[N:18]=2)[C:4]1=[O:16].[Na+:35]. The yield is 0.860. (6) The reactants are [CH3:1][N:2]([CH3:14])[CH2:3][CH2:4][O:5][C:6]1[CH:13]=[CH:12][C:9]([CH:10]=O)=[CH:8][CH:7]=1.[NH2:15][C:16]1[N:17]=[N:18][C:19]([CH3:22])=[CH:20][CH:21]=1.C([O:25][C:26](=O)[C:27]([OH:38])=[CH:28][C:29](=[O:37])[C:30]1[CH:35]=[CH:34][C:33]([CH3:36])=[CH:32][CH:31]=1)C. No catalyst specified. The product is [CH3:1][N:2]([CH3:14])[CH2:3][CH2:4][O:5][C:6]1[CH:13]=[CH:12][C:9]([CH:10]2[N:15]([C:16]3[N:17]=[N:18][C:19]([CH3:22])=[CH:20][CH:21]=3)[C:26](=[O:25])[C:27]([OH:38])=[C:28]2[C:29](=[O:37])[C:30]2[CH:31]=[CH:32][C:33]([CH3:36])=[CH:34][CH:35]=2)=[CH:8][CH:7]=1. The yield is 0.270. (7) The reactants are [F:1][C:2]1[CH:3]=[C:4]([N+:9]([O-:11])=[O:10])[CH:5]=[CH:6][C:7]=1F.[Cl:12][C:13]1[CH:18]=[CH:17][C:16]([Cl:19])=[CH:15][C:14]=1[OH:20].C(=O)([O-])[O-].[K+].[K+]. The catalyst is CN(C=O)C. The product is [Cl:12][C:13]1[CH:18]=[CH:17][C:16]([Cl:19])=[CH:15][C:14]=1[O:20][C:7]1[CH:6]=[CH:5][C:4]([N+:9]([O-:11])=[O:10])=[CH:3][C:2]=1[F:1]. The yield is 0.947.